From a dataset of Peptide-MHC class I binding affinity with 185,985 pairs from IEDB/IMGT. Regression. Given a peptide amino acid sequence and an MHC pseudo amino acid sequence, predict their binding affinity value. This is MHC class I binding data. (1) The peptide sequence is AIRSLVLQTL. The MHC is HLA-B08:01 with pseudo-sequence HLA-B08:01. The binding affinity (normalized) is 0.175. (2) The binding affinity (normalized) is 0.0847. The peptide sequence is NIYETEFFM. The MHC is HLA-B39:01 with pseudo-sequence HLA-B39:01. (3) The peptide sequence is ISKANWMTY. The MHC is HLA-A26:01 with pseudo-sequence HLA-A26:01. The binding affinity (normalized) is 0.0847. (4) The peptide sequence is KYYIYRLYF. The MHC is HLA-C07:01 with pseudo-sequence HLA-C07:01. The binding affinity (normalized) is 0.0847. (5) The peptide sequence is AVFIHNFKRK. The MHC is HLA-B07:02 with pseudo-sequence HLA-B07:02. The binding affinity (normalized) is 0.